The task is: Predict which catalyst facilitates the given reaction.. This data is from Catalyst prediction with 721,799 reactions and 888 catalyst types from USPTO. Reactant: [F:1][C:2]1[CH:3]=[C:4]([N+:18]([O-])=O)[C:5]([CH3:17])=[C:6]([B:8]2[O:12][C:11]([CH3:14])([CH3:13])[C:10]([CH3:16])([CH3:15])[O:9]2)[CH:7]=1. Product: [F:1][C:2]1[CH:7]=[C:6]([B:8]2[O:12][C:11]([CH3:14])([CH3:13])[C:10]([CH3:16])([CH3:15])[O:9]2)[C:5]([CH3:17])=[C:4]([CH:3]=1)[NH2:18]. The catalyst class is: 99.